The task is: Predict the product of the given reaction.. This data is from Forward reaction prediction with 1.9M reactions from USPTO patents (1976-2016). (1) The product is: [NH2:1][CH2:4][CH2:5][O:6][C@:7]([C@@H:18]1[CH2:23][CH2:22][CH2:21][N:20]([C:24]([O:26][C:27]([CH3:28])([CH3:30])[CH3:29])=[O:25])[CH2:19]1)([C:11]1[CH:16]=[CH:15][CH:14]=[C:13]([Cl:17])[CH:12]=1)[CH2:8][CH2:9][CH3:10]. Given the reactants [N:1]([CH2:4][CH2:5][O:6][C@:7]([C@@H:18]1[CH2:23][CH2:22][CH2:21][N:20]([C:24]([O:26][C:27]([CH3:30])([CH3:29])[CH3:28])=[O:25])[CH2:19]1)([C:11]1[CH:16]=[CH:15][CH:14]=[C:13]([Cl:17])[CH:12]=1)[CH2:8][CH2:9][CH3:10])=[N+]=[N-].C1C=CC(P(C2C=CC=CC=2)C2C=CC=CC=2)=CC=1, predict the reaction product. (2) Given the reactants F[C:2]1[CH:7]=[C:6]([CH2:8][O:9][CH2:10][C:11]2[N:20]=[CH:19][CH:18]=[C:17]3[C:12]=2[CH:13]=[C:14]([C:39]2[CH:44]=[CH:43][CH:42]=[CH:41][CH:40]=2)[C:15]([C:21]2[CH:26]=[CH:25][C:24]([C:27]4([NH:31]C(=O)OC(C)(C)C)[CH2:30][CH2:29][CH2:28]4)=[CH:23][CH:22]=2)=[N:16]3)[CH:5]=[CH:4][N:3]=1.[OH2:45], predict the reaction product. The product is: [NH2:31][C:27]1([C:24]2[CH:23]=[CH:22][C:21]([C:15]3[C:14]([C:39]4[CH:44]=[CH:43][CH:42]=[CH:41][CH:40]=4)=[CH:13][C:12]4[C:17](=[CH:18][CH:19]=[N:20][C:11]=4[CH2:10][O:9][CH2:8][C:6]4[CH:5]=[CH:4][NH:3][C:2](=[O:45])[CH:7]=4)[N:16]=3)=[CH:26][CH:25]=2)[CH2:30][CH2:29][CH2:28]1. (3) Given the reactants [NH2:1][C:2]1[CH:3]=[N:4][N:5]([CH3:22])[C:6]=1[N:7]1[CH2:13][CH2:12][CH:11]([F:14])[CH:10]([NH:15]C(=O)C(F)(F)F)[CH2:9][CH2:8]1.C(OC([NH:30][C:31]1[S:35][C:34]([C:36]2[CH:41]=[CH:40][CH:39]=[CH:38][C:37]=2[F:42])=[N:33][C:32]=1[C:43](O)=[O:44])=O)(C)(C)C, predict the reaction product. The product is: [NH2:30][C:31]1[S:35][C:34]([C:36]2[CH:41]=[CH:40][CH:39]=[CH:38][C:37]=2[F:42])=[N:33][C:32]=1[C:43]([NH:1][C:2]1[CH:3]=[N:4][N:5]([CH3:22])[C:6]=1[N:7]1[CH2:13][CH2:12][C@@H:11]([F:14])[C@@H:10]([NH2:15])[CH2:9][CH2:8]1)=[O:44]. (4) Given the reactants [CH3:1][C:2]1([C:17]2[CH:18]=[C:19]([NH:23][S:24]([CH3:27])(=[O:26])=[O:25])[CH:20]=[CH:21][CH:22]=2)[CH:7]2[CH:3]1[CH2:4][N:5]([C:8](=O)/[CH:9]=[CH:10]/[C:11]1[S:12][CH:13]=[CH:14][CH:15]=1)[CH2:6]2.[H-].[Al+3].[Li+].[H-].[H-].[H-].O.C(=O)([O-])[O-].[Na+].[Na+], predict the reaction product. The product is: [NH3:5].[CH3:1][C:2]1([C:17]2[CH:18]=[C:19]([NH:23][S:24]([CH3:27])(=[O:25])=[O:26])[CH:20]=[CH:21][CH:22]=2)[CH:7]2[CH:3]1[CH2:4][N:5]([CH2:8]/[CH:9]=[CH:10]/[C:11]1[S:12][CH:13]=[CH:14][CH:15]=1)[CH2:6]2. (5) Given the reactants [Cl:1][CH2:2][CH2:3][CH2:4][O:5][C:6]1[CH:13]=[CH:12][C:9]([CH2:10]O)=[CH:8][CH:7]=1.S(Br)([Br:16])=O, predict the reaction product. The product is: [Cl:1][CH2:2][CH2:3][CH2:4][O:5][C:6]1[CH:13]=[CH:12][C:9]([CH2:10][Br:16])=[CH:8][CH:7]=1. (6) Given the reactants [Cl:1][C:2]1[CH:26]=[CH:25][C:5]2[S:6][CH:7]=[C:8]([CH2:9][N:10]3[CH2:14][CH2:13][N:12]([C:15]4[S:16][C:17]([C:21]([OH:23])=O)=[C:18]([CH3:20])[N:19]=4)[C:11]3=[O:24])[C:4]=2[CH:3]=1.ON1C2C=CC=CC=2N=N1.CN(C)CCCN=C=NCC.C(N(C(C)C)CC)(C)C.[NH2:57][CH2:58][C:59]1[CH:60]=[N:61][CH:62]=[CH:63][CH:64]=1, predict the reaction product. The product is: [Cl:1][C:2]1[CH:26]=[CH:25][C:5]2[S:6][CH:7]=[C:8]([CH2:9][N:10]3[CH2:14][CH2:13][N:12]([C:15]4[S:16][C:17]([C:21]([NH:57][CH2:58][C:59]5[CH:60]=[N:61][CH:62]=[CH:63][CH:64]=5)=[O:23])=[C:18]([CH3:20])[N:19]=4)[C:11]3=[O:24])[C:4]=2[CH:3]=1. (7) The product is: [C:1]([O:5][C:6]([N:8]1[CH2:13][CH2:12][C:11]2[N:14]([CH3:30])[C:15]([C:17]3[C:22]([C:23]#[CH:24])=[CH:21][N:20]=[C:19]([NH2:29])[N:18]=3)=[CH:16][C:10]=2[C:9]1=[O:31])=[O:7])([CH3:4])([CH3:3])[CH3:2]. Given the reactants [C:1]([O:5][C:6]([N:8]1[CH2:13][CH2:12][C:11]2[N:14]([CH3:30])[C:15]([C:17]3[C:22]([C:23]#[C:24][Si](C)(C)C)=[CH:21][N:20]=[C:19]([NH2:29])[N:18]=3)=[CH:16][C:10]=2[C:9]1=[O:31])=[O:7])([CH3:4])([CH3:3])[CH3:2].C([O-])([O-])=O.[K+].[K+], predict the reaction product. (8) Given the reactants [Br:1][C:2]1[CH:3]=[C:4]([CH:7]=[C:8]([N+:11]([O-])=O)[C:9]=1[OH:10])[C:5]#[N:6], predict the reaction product. The product is: [NH2:11][C:8]1[CH:7]=[C:4]([CH:3]=[C:2]([Br:1])[C:9]=1[OH:10])[C:5]#[N:6]. (9) Given the reactants [Si]([O:8][C@@H:9]1[C@@:42]2([CH3:43])[C:13](=[CH:14][CH:15]=[C:16]3[C@@H:41]2[CH2:40][CH2:39][C@@:38]2([CH3:44])[C@H:17]3[CH2:18][CH:19]=[C:20]2[C@@H:21]([S:23][CH2:24][CH2:25][CH2:26][C:27]([CH3:37])([O:29][Si](CC)(CC)CC)[CH3:28])[CH3:22])[CH2:12][C@@H:11]([OH:45])[CH2:10]1)(C(C)(C)C)(C)C.[F-].C([N+](CCCC)(CCCC)CCCC)CCC, predict the reaction product. The product is: [OH:8][C@@H:9]1[C@@:42]2([CH3:43])[C:13](=[CH:14][CH:15]=[C:16]3[C@@H:41]2[CH2:40][CH2:39][C@@:38]2([CH3:44])[C@H:17]3[CH2:18][CH:19]=[C:20]2[C@@H:21]([S:23][CH2:24][CH2:25][CH2:26][C:27]([OH:29])([CH3:28])[CH3:37])[CH3:22])[CH2:12][C@@H:11]([OH:45])[CH2:10]1. (10) Given the reactants [CH2:1]([N:8]1[C:12]([N:13]([CH3:19])[CH2:14][C:15]([CH3:18])([OH:17])[CH3:16])=[N:11][C:10](Br)=[N:9]1)[C:2]1[CH:7]=[CH:6][CH:5]=[CH:4][CH:3]=1.Cl.Cl.[CH3:23][O:24][C:25]1[CH:26]=[C:27]([CH:29]=[CH:30][C:31]=1[N:32]1[CH:36]=[C:35]([CH3:37])[N:34]=[CH:33]1)[NH2:28].C(=O)([O-])[O-].[Cs+].[Cs+].CC1(C)C2C(=C(P(C3C=CC=CC=3)C3C=CC=CC=3)C=CC=2)OC2C(P(C3C=CC=CC=3)C3C=CC=CC=3)=CC=CC1=2, predict the reaction product. The product is: [CH2:1]([N:8]1[C:12]([N:13]([CH3:19])[CH2:14][C:15]([CH3:18])([OH:17])[CH3:16])=[N:11][C:10]([NH:28][C:27]2[CH:29]=[CH:30][C:31]([N:32]3[CH:36]=[C:35]([CH3:37])[N:34]=[CH:33]3)=[C:25]([O:24][CH3:23])[CH:26]=2)=[N:9]1)[C:2]1[CH:7]=[CH:6][CH:5]=[CH:4][CH:3]=1.